Dataset: Full USPTO retrosynthesis dataset with 1.9M reactions from patents (1976-2016). Task: Predict the reactants needed to synthesize the given product. (1) Given the product [OH:26][C:20]1[CH:19]=[C:18]([C@@H:8]2[C@@H:9]([OH:17])[C@@H:10]([OH:16])[C@H:11]([OH:12])[C@@H:6]([CH2:5][OH:4])[O:7]2)[CH:23]=[CH:22][C:21]=1[O:24][CH3:25], predict the reactants needed to synthesize it. The reactants are: C([O:4][CH2:5][C@@H:6]1[C@@H:11]([O:12]C(=O)C)[C@H:10]([OH:16])[C@H:9]([OH:17])[C@@H:8]([C:18]2[CH:23]=[CH:22][C:21]([O:24][CH3:25])=[C:20]([O:26][Si](C(C)(C)C)(C)C)[CH:19]=2)[O:7]1)(=O)C.CO[Na].CCCC[N+](CCCC)(CCCC)CCCC.[F-].C1COCC1. (2) Given the product [F:17][C:18]1[CH:27]=[C:26]2[C:21]([CH2:22][CH2:23][C:24](=[O:29])[N:25]2[CH3:28])=[CH:20][C:19]=1[C:2]1[C:3]2[CH2:10][CH2:9][CH:8]([NH:11][S:12]([CH2:15][CH3:16])(=[O:14])=[O:13])[C:4]=2[CH:5]=[N:6][CH:7]=1, predict the reactants needed to synthesize it. The reactants are: Br[C:2]1[C:3]2[CH2:10][CH2:9][CH:8]([NH:11][S:12]([CH2:15][CH3:16])(=[O:14])=[O:13])[C:4]=2[CH:5]=[N:6][CH:7]=1.[F:17][C:18]1[CH:27]=[C:26]2[C:21]([CH2:22][CH2:23][C:24](=[O:29])[N:25]2[CH3:28])=[CH:20][C:19]=1B1OC(C)(C)C(C)(C)O1. (3) Given the product [N:62]([CH:3]([C:5]1[CH:10]=[CH:9][C:8]([S:11][CH2:12][CH2:13][CH3:14])=[CH:7][CH:6]=1)[C:2]([CH3:16])([CH3:15])[CH3:1])=[N+:63]=[N-:64], predict the reactants needed to synthesize it. The reactants are: [CH3:1][C:2]([CH3:16])([CH3:15])[CH:3]([C:5]1[CH:10]=[CH:9][C:8]([S:11][CH2:12][CH2:13][CH3:14])=[CH:7][CH:6]=1)O.C1(P(C2C=CC=CC=2)C2C=CC=CC=2)C=CC=CC=1.N(C(OCC)=O)=NC(OCC)=O.C1(P([N:62]=[N+:63]=[N-:64])(C2C=CC=CC=2)=O)C=CC=CC=1. (4) Given the product [N+:17]([C:16]1[CH:11]=[N:12][C:13]([CH2:21][CH2:22][CH2:23][CH2:24][CH3:25])=[CH:14][C:15]=1[NH2:9])([O-:19])=[O:18], predict the reactants needed to synthesize it. The reactants are: CS(CCCC[NH2:9])(=O)=O.Cl[C:11]1[C:16]([N+:17]([O-:19])=[O:18])=[C:15](Cl)[CH:14]=[C:13]([CH2:21][CH2:22][CH2:23][CH2:24][CH3:25])[N:12]=1.C(N(CC)CC)C. (5) The reactants are: Cl[C:2]1[S:6][C:5]([C:7](=[O:9])[CH3:8])=[CH:4][C:3]=1[N+:10]([O-:12])=[O:11].[CH3:13][C:14]1[C:23]2[C:18](=[CH:19][C:20]([SH:24])=[CH:21][CH:22]=2)[O:17][C:16](=[O:25])[CH:15]=1. Given the product [C:7]([C:5]1[S:6][C:2]([S:24][C:20]2[CH:19]=[C:18]3[C:23]([C:14]([CH3:13])=[CH:15][C:16](=[O:25])[O:17]3)=[CH:22][CH:21]=2)=[C:3]([N+:10]([O-:12])=[O:11])[CH:4]=1)(=[O:9])[CH3:8], predict the reactants needed to synthesize it.